This data is from HIV replication inhibition screening data with 41,000+ compounds from the AIDS Antiviral Screen. The task is: Binary Classification. Given a drug SMILES string, predict its activity (active/inactive) in a high-throughput screening assay against a specified biological target. (1) The drug is O=S(=O)(O)c1c(Cl)cc(O)c2ncccc12. The result is 0 (inactive). (2) The compound is O=C(C=Cc1ccc2c(c1)OCO2)c1ccc(O)cc1. The result is 0 (inactive). (3) The drug is Cc1cc(C)c2c(c1)sc1n[nH]c(=S)n12. The result is 0 (inactive). (4) The compound is CCOC(=O)C(C#N)=C(O)C(=Cc1ccc(Br)cc1)NC(=O)c1ccccc1. The result is 0 (inactive). (5) The molecule is COc1ccc(C=NNc2ccc(S(=O)(=O)O)cc2)cc1.[NaH]. The result is 0 (inactive). (6) The drug is O=[N+]([O-])c1ccc(-c2cnc3ccccn23)cc1. The result is 0 (inactive). (7) The drug is O=S(=O)(O)c1cc(NC(=S)c2ccc3cccnc3c2O)ccc1C=Cc1ccc(NC(=S)c2ccc3cccnc3c2O)cc1S(=O)(=O)O.[NaH]. The result is 1 (active).